Dataset: Full USPTO retrosynthesis dataset with 1.9M reactions from patents (1976-2016). Task: Predict the reactants needed to synthesize the given product. Given the product [CH:11]1[C:23]2[CH:22]([CH2:24][O:25][C:26]([NH:28][C@:29]34[CH2:64][CH2:63][C@@H:62]([C:65]([OH:69])([CH3:68])[CH2:66][O:67][C:7](=[O:9])[CH3:8])[C@@H:30]3[C@@H:31]3[C@@:44]([CH3:47])([CH2:45][CH2:46]4)[C@@:43]4([CH3:48])[C@@H:34]([C@:35]5([CH3:61])[C@@H:40]([CH2:41][CH2:42]4)[C:39]([CH3:50])([CH3:49])[C:38]([C:51]4[CH:60]=[CH:59][C:54]([C:55]([O:57][CH3:58])=[O:56])=[CH:53][CH:52]=4)=[CH:37][CH2:36]5)[CH2:33][CH2:32]3)=[O:27])[C:21]3[C:16](=[CH:17][CH:18]=[CH:19][CH:20]=3)[C:15]=2[CH:14]=[CH:13][CH:12]=1, predict the reactants needed to synthesize it. The reactants are: N1C=CC=CC=1.[C:7](Cl)(=[O:9])[CH3:8].[CH:11]1[C:23]2[CH:22]([CH2:24][O:25][C:26]([NH:28][C@:29]34[CH2:64][CH2:63][C@@H:62]([C:65]([OH:69])([CH3:68])[CH2:66][OH:67])[C@@H:30]3[C@@H:31]3[C@@:44]([CH3:47])([CH2:45][CH2:46]4)[C@@:43]4([CH3:48])[C@@H:34]([C@:35]5([CH3:61])[C@@H:40]([CH2:41][CH2:42]4)[C:39]([CH3:50])([CH3:49])[C:38]([C:51]4[CH:60]=[CH:59][C:54]([C:55]([O:57][CH3:58])=[O:56])=[CH:53][CH:52]=4)=[CH:37][CH2:36]5)[CH2:33][CH2:32]3)=[O:27])[C:21]3[C:16](=[CH:17][CH:18]=[CH:19][CH:20]=3)[C:15]=2[CH:14]=[CH:13][CH:12]=1.